This data is from Forward reaction prediction with 1.9M reactions from USPTO patents (1976-2016). The task is: Predict the product of the given reaction. (1) Given the reactants [Cl:1][C:2]1[CH:10]=[CH:9][C:5]([C:6](O)=[O:7])=[CH:4][N:3]=1.CN1CCOCC1.ClC(OCC(C)C)=O.Cl.[CH3:27][O:28][NH:29][CH3:30].C([O-])(O)=O.[Na+], predict the reaction product. The product is: [Cl:1][C:2]1[CH:10]=[CH:9][C:5]([C:6]([N:29]([O:28][CH3:27])[CH3:30])=[O:7])=[CH:4][N:3]=1. (2) The product is: [F:6][C:7]1[CH:8]=[C:9]([C@H:14]2[CH2:19][C@@H:18]([O:20][S:2]([CH3:1])(=[O:4])=[O:3])[CH2:17][CH2:16][N:15]2[C:21]([O:23][C:24]([CH3:27])([CH3:26])[CH3:25])=[O:22])[CH:10]=[CH:11][C:12]=1[F:13]. Given the reactants [CH3:1][S:2](Cl)(=[O:4])=[O:3].[F:6][C:7]1[CH:8]=[C:9]([C@H:14]2[CH2:19][C@@H:18]([OH:20])[CH2:17][CH2:16][N:15]2[C:21]([O:23][C:24]([CH3:27])([CH3:26])[CH3:25])=[O:22])[CH:10]=[CH:11][C:12]=1[F:13].C(OC(OC(C)(C)C)=O)(OC(C)(C)C)=O.C(N(CC)CC)C, predict the reaction product.